This data is from Experimentally validated miRNA-target interactions with 360,000+ pairs, plus equal number of negative samples. The task is: Binary Classification. Given a miRNA mature sequence and a target amino acid sequence, predict their likelihood of interaction. The miRNA is hsa-miR-10a-3p with sequence CAAAUUCGUAUCUAGGGGAAUA. The protein sequence of the target gene is MCYVKCARYIGYSLVWAAVFCIVANALLYFPNGETKYATEDHLSRFVWYFAGIVGGGLLMLLPAFVFIGMDEEDCCGCCGYENYGKRCSMLSSVLAALIGIVGSAYCVIVASLGLAEGPKCSDAHGVWNYTFASTEGQYLLNSSMWSKCYEPKHIVEWHVTLFSILLAFAAVEFILCLIQVINGMLGGLCGYCCSRQQQYNC. Result: 0 (no interaction).